Dataset: Reaction yield outcomes from USPTO patents with 853,638 reactions. Task: Predict the reaction yield, written as a fraction of the theoretical maximum amount of product (1.0 means a 100% yield; for example, 0.34 means a 34% yield). (1) The reactants are [CH3:1][NH:2][C:3]([N:5]1[CH2:10][CH2:9][C:8]2[N:11]([CH:32]3[CH2:37][CH2:36][O:35][CH2:34][CH2:33]3)[N:12]=[C:13]([N:14]3[C:23]4[C:18](=[CH:19][C:20]([C:26]5[CH:27]=[N:28][N:29]([CH3:31])[CH:30]=5)=[C:21]([CH:24]=[CH2:25])[CH:22]=4)[CH2:17][CH2:16][CH2:15]3)[C:7]=2[CH2:6]1)=[O:4]. The catalyst is CO.[Pd]. The product is [CH2:24]([C:21]1[CH:22]=[C:23]2[C:18]([CH2:17][CH2:16][CH2:15][N:14]2[C:13]2[C:7]3[CH2:6][N:5]([C:3]([NH:2][CH3:1])=[O:4])[CH2:10][CH2:9][C:8]=3[N:11]([CH:32]3[CH2:37][CH2:36][O:35][CH2:34][CH2:33]3)[N:12]=2)=[CH:19][C:20]=1[C:26]1[CH:27]=[N:28][N:29]([CH3:31])[CH:30]=1)[CH3:25]. The yield is 0.0200. (2) The reactants are [BH4-].[Na+].[Cl:3][C:4]1[CH:5]=[C:6]2[C:11](=O)[O:10][C:8](=[O:9])[C:7]2=[CH:13][C:14]=1[Cl:15]. The catalyst is CN(C=O)C. The product is [Cl:3][C:4]1[CH:5]=[C:6]2[C:7](=[CH:13][C:14]=1[Cl:15])[C:8](=[O:9])[O:10][CH2:11]2. The yield is 0.750. (3) The reactants are [C:1]([O:5][C:6]([N:8]1[CH2:12][C@H:11]([OH:13])[CH2:10][C@@H:9]1[C:14]([OH:16])=[O:15])=[O:7])([CH3:4])([CH3:3])[CH3:2].N1C=CN=C1.CN(C1C=CC=CN=1)C.[Si:31](Cl)([C:34]([CH3:37])([CH3:36])[CH3:35])([CH3:33])[CH3:32]. The catalyst is CN(C=O)C.CCOC(C)=O. The product is [C:1]([O:5][C:6]([N:8]1[CH2:12][C@H:11]([O:13][Si:31]([C:34]([CH3:37])([CH3:36])[CH3:35])([CH3:33])[CH3:32])[CH2:10][C@@H:9]1[C:14]([OH:16])=[O:15])=[O:7])([CH3:4])([CH3:2])[CH3:3]. The yield is 0.840. (4) The catalyst is C1COCC1. The yield is 0.666. The product is [I:8][C:5]1[CH:6]=[CH:7][C:2]([C:21]2([OH:24])[CH2:22][CH2:23][C:18]3([O:17][CH2:16][CH2:15][O:14]3)[CH2:19][CH2:20]2)=[CH:3][CH:4]=1. The reactants are I[C:2]1[CH:7]=[CH:6][C:5]([I:8])=[CH:4][CH:3]=1.[Li]CCCC.[O:14]1[C:18]2([CH2:23][CH2:22][C:21](=[O:24])[CH2:20][CH2:19]2)[O:17][CH2:16][CH2:15]1.C[Si](Cl)(C)C. (5) The product is [F:1][C:2]1[CH:11]=[CH:10][C:9]([O:12][CH2:13][CH2:14][CH3:15])=[C:8]2[C:3]=1[C:4](=[O:23])[C:5]([C:16]1[CH:20]=[CH:19][S:18][C:17]=1[CH2:21][OH:22])=[CH:6][NH:7]2. The reactants are [F:1][C:2]1[CH:11]=[CH:10][C:9]([O:12][CH2:13][CH2:14][CH3:15])=[C:8]2[C:3]=1[C:4](=[O:23])[C:5]([C:16]1[CH:20]=[CH:19][S:18][C:17]=1[CH:21]=[O:22])=[CH:6][NH:7]2.[BH4-].[Na+].ClCCl. The catalyst is C(O)C. The yield is 0.820. (6) The reactants are [Cl:1][C:2]1[CH:10]=[C:9](/[CH:11]=[CH:12]/[CH:13]([C:18]2[CH:23]=[C:22]([Cl:24])[C:21]([Cl:25])=[C:20]([Cl:26])[CH:19]=2)[C:14]([F:17])([F:16])[F:15])[C:8]([O:27][CH3:28])=[CH:7][C:3]=1[C:4](O)=[O:5].N1(C(N2C=CN=C2)=O)C=CN=C1.Cl.[NH2:42][CH2:43][C:44]([NH:46][CH2:47][C:48]([F:51])([F:50])[F:49])=[O:45]. The catalyst is C1COCC1. The product is [Cl:1][C:2]1[CH:10]=[C:9](/[CH:11]=[CH:12]/[CH:13]([C:18]2[CH:23]=[C:22]([Cl:24])[C:21]([Cl:25])=[C:20]([Cl:26])[CH:19]=2)[C:14]([F:15])([F:16])[F:17])[C:8]([O:27][CH3:28])=[CH:7][C:3]=1[C:4]([NH:42][CH2:43][C:44](=[O:45])[NH:46][CH2:47][C:48]([F:51])([F:50])[F:49])=[O:5]. The yield is 0.280.